This data is from Forward reaction prediction with 1.9M reactions from USPTO patents (1976-2016). The task is: Predict the product of the given reaction. (1) Given the reactants [CH3:1][C@@H:2]([C@@H:10]1[C@@:14]2([CH3:29])[CH2:15][CH2:16][C@@H:17]3[C@@:22]4([CH3:28])[CH2:23][CH2:24][C@H:25]([OH:27])[CH2:26][C:21]4=[CH:20][CH:19]=[C:18]3[C@@H:13]2[CH2:12][CH2:11]1)/[CH:3]=[CH:4]/[C@@H:5]([CH:7]([CH3:9])[CH3:8])[CH3:6].[C:30](OC(=O)C)(=[O:32])[CH3:31].O, predict the reaction product. The product is: [C:30]([O:27][C@H:25]1[CH2:24][CH2:23][C@@:22]2([CH3:28])[C:21](=[CH:20][CH:19]=[C:18]3[C@@H:17]2[CH2:16][CH2:15][C@@:14]2([CH3:29])[C@H:13]3[CH2:12][CH2:11][C@@H:10]2[C@H:2]([CH3:1])/[CH:3]=[CH:4]/[C@H:5]([CH3:6])[CH:7]([CH3:8])[CH3:9])[CH2:26]1)(=[O:32])[CH3:31]. (2) Given the reactants C[O:2][C:3](=[O:25])[C:4]1[CH:9]=[CH:8][C:7](=[CH:10][O:11][C:12]2[CH:13]=[N:14][CH:15]=[CH:16][CH:17]=2)[CH2:6][C:5]=1[O:18][C:19]1[CH:24]=[CH:23][CH:22]=[CH:21][CH:20]=1.[OH-].[K+], predict the reaction product. The product is: [N:14]1[CH:15]=[CH:16][CH:17]=[C:12]([O:11][CH2:10][C:7]2[CH:8]=[CH:9][C:4]([C:3]([OH:25])=[O:2])=[C:5]([O:18][C:19]3[CH:24]=[CH:23][CH:22]=[CH:21][CH:20]=3)[CH:6]=2)[CH:13]=1. (3) Given the reactants [F:1][C:2]1[CH:21]=[CH:20][C:5]([CH2:6][C:7]2[C:8]([CH3:19])=[C:9]([CH3:18])[C:10]([OH:17])=[C:11]([CH:16]=2)[C:12]([O:14][CH3:15])=[O:13])=[CH:4][C:3]=1[O:22][CH3:23].[H-].[Na+].C1C=CC(N([S:33]([C:36]([F:39])([F:38])[F:37])(=[O:35])=[O:34])[S:33]([C:36]([F:39])([F:38])[F:37])(=[O:35])=[O:34])=CC=1, predict the reaction product. The product is: [F:1][C:2]1[CH:21]=[CH:20][C:5]([CH2:6][C:7]2[C:8]([CH3:19])=[C:9]([CH3:18])[C:10]([O:17][S:33]([C:36]([F:39])([F:38])[F:37])(=[O:35])=[O:34])=[C:11]([CH:16]=2)[C:12]([O:14][CH3:15])=[O:13])=[CH:4][C:3]=1[O:22][CH3:23]. (4) Given the reactants C(C1C(C[C:10]([O:12][CH3:13])=[O:11])=CC=CN=1)#C.[CH2:14]([N:16](CC)CC)[CH3:15].Cl[C:22]1[C:27]([C:28]([F:31])([F:30])[F:29])=[CH:26][N:25]=[C:24]([NH:32][C:33]2[CH:38]=[CH:37][C:36]([CH:39]3[CH2:44][CH2:43][CH2:42][N:41]([C:45]([O:47][C:48]([CH3:51])([CH3:50])[CH3:49])=[O:46])[CH2:40]3)=[CH:35][CH:34]=2)[N:23]=1.C1(P([C:65]2[CH:70]=[CH:69]C=CC=2)C2C=CC=CC=2)C=CC=CC=1.[CH3:71][N:72]([CH3:75])C=O, predict the reaction product. The product is: [CH3:13][O:12][C:10](=[O:11])[CH2:75][N:72]1[CH:71]=[CH:15][CH:14]=[N:16][CH:65]1[C:70]#[C:69][C:22]1[C:27]([C:28]([F:31])([F:30])[F:29])=[CH:26][N:25]=[C:24]([NH:32][C:33]2[CH:38]=[CH:37][C:36]([CH:39]3[CH2:44][CH2:43][CH2:42][N:41]([C:45]([O:47][C:48]([CH3:51])([CH3:50])[CH3:49])=[O:46])[CH2:40]3)=[CH:35][CH:34]=2)[N:23]=1.